Task: Predict the reactants needed to synthesize the given product.. Dataset: Full USPTO retrosynthesis dataset with 1.9M reactions from patents (1976-2016) Given the product [CH2:23]([O:24][C:2]1[N:17]=[CH:16][C:15]([I:18])=[C:14]([O:6][CH2:7][C:8]2[CH:13]=[CH:12][CH:11]=[CH:10][CH:9]=2)[C:3]=1[C:4]([O:6][CH2:7][C:8]1[CH:13]=[CH:12][CH:11]=[CH:10][CH:9]=1)=[O:5])[C:22]1[CH:21]=[CH:25][CH:2]=[CH:3][CH:4]=1, predict the reactants needed to synthesize it. The reactants are: Cl[C:2]1[N:17]=[CH:16][C:15]([I:18])=[C:14](Cl)[C:3]=1[C:4]([O:6][CH2:7][C:8]1[CH:13]=[CH:12][CH:11]=[CH:10][CH:9]=1)=[O:5].[Na].[CH2:21]1[CH2:25][O:24][CH2:23][CH2:22]1.